This data is from Experimentally validated miRNA-target interactions with 360,000+ pairs, plus equal number of negative samples. The task is: Binary Classification. Given a miRNA mature sequence and a target amino acid sequence, predict their likelihood of interaction. The miRNA is hsa-miR-181a-5p with sequence AACAUUCAACGCUGUCGGUGAGU. The protein sequence of the target gene is MPACCSWNDVLQYETNKVTRIQSTNYGTVKWVLHMIVFSYISFALVSDKLYQRKEPVISSVHTKVKGIAEVTENVTEGGVTKLGHSIFDTADYTFPLQGNSFFVMTNYVKSEGQVQTLCPEYPRRGAQCSSDRRCKKGWMDPQSKGIQTGRCVPYDKTRKTCEVSAWCPTEEEKEAPRPALLRSAENFTVLIKNNIHFPGHNYTTRNILPTMNGSCTFHKTWDPQCSIFRLGDIFQEAGENFTEVAVQGGIMGIEIYWDCNLDSWSHHCRPRYSFRRLDDKNTDESFVPGYNFRYAKYYK.... Result: 0 (no interaction).